Task: Predict the reactants needed to synthesize the given product.. Dataset: Full USPTO retrosynthesis dataset with 1.9M reactions from patents (1976-2016) The reactants are: [Cl:1][C:2]1[CH:3]=[N:4][C:5]([CH2:11][C:12]2[CH:17]=[CH:16][C:15]([F:18])=[CH:14][CH:13]=2)=[C:6]([CH:10]=1)[C:7]([OH:9])=O.Cl.[NH2:20][C@H:21]([C:23]1[CH:32]=[CH:31][C:26]([C:27]([O:29][CH3:30])=[O:28])=[CH:25][CH:24]=1)[CH3:22]. Given the product [Cl:1][C:2]1[CH:10]=[C:6]([C:7]([NH:20][C@H:21]([C:23]2[CH:32]=[CH:31][C:26]([C:27]([O:29][CH3:30])=[O:28])=[CH:25][CH:24]=2)[CH3:22])=[O:9])[C:5]([CH2:11][C:12]2[CH:17]=[CH:16][C:15]([F:18])=[CH:14][CH:13]=2)=[N:4][CH:3]=1, predict the reactants needed to synthesize it.